From a dataset of Catalyst prediction with 721,799 reactions and 888 catalyst types from USPTO. Predict which catalyst facilitates the given reaction. Reactant: [CH2:1]([O:3][C:4]([N:6]1[C:15]2[C:10](=[CH:11][C:12]([O:18][CH3:19])=[C:13]([O:16][CH3:17])[CH:14]=2)[CH:9]([CH:20]([C:22]2[CH:27]=[C:26]([C:28]([F:31])([F:30])[F:29])[CH:25]=[C:24]([C:32]([F:35])([F:34])[F:33])[CH:23]=2)O)[CH2:8][CH:7]1[CH3:36])=[O:5])[CH3:2].C(N(S(F)(F)[F:43])CC)C. Product: [CH2:1]([O:3][C:4]([N:6]1[C:15]2[C:10](=[CH:11][C:12]([O:18][CH3:19])=[C:13]([O:16][CH3:17])[CH:14]=2)[CH:9]([CH:20]([C:22]2[CH:23]=[C:24]([C:32]([F:33])([F:35])[F:34])[CH:25]=[C:26]([C:28]([F:30])([F:31])[F:29])[CH:27]=2)[F:43])[CH2:8][CH:7]1[CH3:36])=[O:5])[CH3:2]. The catalyst class is: 4.